This data is from hERG potassium channel inhibition data for cardiac toxicity prediction from Karim et al.. The task is: Regression/Classification. Given a drug SMILES string, predict its toxicity properties. Task type varies by dataset: regression for continuous values (e.g., LD50, hERG inhibition percentage) or binary classification for toxic/non-toxic outcomes (e.g., AMES mutagenicity, cardiotoxicity, hepatotoxicity). Dataset: herg_karim. (1) The compound is Fc1ccc2cccc(N3CCN(CCCOc4ccc5c(c4)CNC5)CC3)c2c1. The result is 1 (blocker). (2) The molecule is C[C@@H](O[C@H]1CCn2ccnc2C[C@@H]1c1ccc(F)cc1)c1cc(C(F)(F)F)cc(C(F)(F)F)c1. The result is 1 (blocker). (3) The result is 0 (non-blocker). The compound is COCCc1ccc(-n2cc(C3CC[N+](CCN4CCNC4=O)CC3)c3cc(Cl)ccc32)cc1.